This data is from Forward reaction prediction with 1.9M reactions from USPTO patents (1976-2016). The task is: Predict the product of the given reaction. (1) Given the reactants CS([O:5][CH2:6][CH2:7][N:8]1[C:16]2[C:11](=[CH:12][CH:13]=[CH:14][CH:15]=2)[CH:10]=[CH:9]1)(=O)=O.O[C:18]1[CH:25]=[CH:24][C:21]([CH:22]=[O:23])=[CH:20][CH:19]=1.[H-].[Na+].O, predict the reaction product. The product is: [N:8]1([CH2:7][CH2:6][O:5][C:18]2[CH:25]=[CH:24][C:21]([CH:22]=[O:23])=[CH:20][CH:19]=2)[C:16]2[C:11](=[CH:12][CH:13]=[CH:14][CH:15]=2)[CH:10]=[CH:9]1. (2) Given the reactants [NH2:1][C:2]1[CH:3]=[C:4]([C:8]2[CH:13]=[CH:12][C:11]([CH:14]([N:22]([CH3:39])[C:23](=[O:38])[CH2:24][N:25]3[C:30]4[CH:31]=[C:32]([Cl:36])[C:33]([Cl:35])=[CH:34][C:29]=4[O:28][CH2:27][C:26]3=[O:37])[CH2:15][N:16]3[CH2:21][CH2:20][O:19][CH2:18][CH2:17]3)=[CH:10][CH:9]=2)[CH:5]=[CH:6][CH:7]=1.[CH:40]([N:43]=[C:44]=[O:45])([CH3:42])[CH3:41].C(N(CC)CC)C, predict the reaction product. The product is: [Cl:36][C:32]1[C:33]([Cl:35])=[CH:34][C:29]2[O:28][CH2:27][C:26](=[O:37])[N:25]([CH2:24][C:23]([N:22]([CH3:39])[CH:14]([C:11]3[CH:12]=[CH:13][C:8]([C:4]4[CH:5]=[CH:6][CH:7]=[C:2]([NH:1][C:44]([NH:43][CH:40]([CH3:42])[CH3:41])=[O:45])[CH:3]=4)=[CH:9][CH:10]=3)[CH2:15][N:16]3[CH2:17][CH2:18][O:19][CH2:20][CH2:21]3)=[O:38])[C:30]=2[CH:31]=1. (3) Given the reactants [Br:1][C:2]1[CH:7]=[CH:6][C:5]([O:8][CH2:9][CH2:10][CH2:11]Br)=[CH:4][CH:3]=1.[CH3:13][N:14]1[CH2:19][CH2:18][NH:17][CH2:16][CH2:15]1.C([O-])([O-])=O.[Cs+].[Cs+].C(OCC)(=O)C, predict the reaction product. The product is: [Br:1][C:2]1[CH:7]=[CH:6][C:5]([O:8][CH2:9][CH2:10][CH2:11][N:17]2[CH2:18][CH2:19][N:14]([CH3:13])[CH2:15][CH2:16]2)=[CH:4][CH:3]=1. (4) Given the reactants [NH2:1][C:2]1[CH:17]=[CH:16][C:5]([C:6]([O:8][CH2:9][C:10]2[CH:15]=[CH:14][CH:13]=[CH:12][CH:11]=2)=[O:7])=[C:4]([O:18][CH2:19][C:20]2[CH:25]=[CH:24][CH:23]=[CH:22][CH:21]=2)[CH:3]=1.[Br:26][C:27]1[CH:32]=[CH:31][C:30]([C:33]2[CH:38]=[CH:37][C:36]([CH:39]=O)=[CH:35][CH:34]=2)=[CH:29][CH:28]=1, predict the reaction product. The product is: [CH2:19]([O:18][C:4]1[CH:3]=[C:2]([NH:1][CH2:39][C:36]2[CH:35]=[CH:34][C:33]([C:30]3[CH:31]=[CH:32][C:27]([Br:26])=[CH:28][CH:29]=3)=[CH:38][CH:37]=2)[CH:17]=[CH:16][C:5]=1[C:6]([O:8][CH2:9][C:10]1[CH:15]=[CH:14][CH:13]=[CH:12][CH:11]=1)=[O:7])[C:20]1[CH:25]=[CH:24][CH:23]=[CH:22][CH:21]=1.